This data is from TCR-epitope binding with 47,182 pairs between 192 epitopes and 23,139 TCRs. The task is: Binary Classification. Given a T-cell receptor sequence (or CDR3 region) and an epitope sequence, predict whether binding occurs between them. (1) The epitope is LEPLVDLPI. The TCR CDR3 sequence is CASSQVSTFTYEQYF. Result: 1 (the TCR binds to the epitope). (2) The epitope is FIAGLIAIV. The TCR CDR3 sequence is CASSEAIGIPFTYEQYF. Result: 0 (the TCR does not bind to the epitope). (3) The epitope is YFPLQSYGF. The TCR CDR3 sequence is CASSQEPGLAHEQFF. Result: 0 (the TCR does not bind to the epitope). (4) Result: 1 (the TCR binds to the epitope). The epitope is ILGLPTQTV. The TCR CDR3 sequence is CSVILGQGLYGYTF. (5) The epitope is PROT_97E67BCC. The TCR CDR3 sequence is CASSLVSLAMEETQYF. Result: 0 (the TCR does not bind to the epitope). (6) The epitope is FLLNKEMYL. The TCR CDR3 sequence is CASRRRSGELFF. Result: 0 (the TCR does not bind to the epitope).